The task is: Predict which catalyst facilitates the given reaction.. This data is from Catalyst prediction with 721,799 reactions and 888 catalyst types from USPTO. Reactant: [Cl:1][CH2:2][C:3]#[C:4][CH2:5]Cl.C([O-])([O-])=O.[K+].[K+].[F:13][C:14]([F:44])([F:43])[C:15]1[CH:16]=[C:17]([CH:36]=[C:37]([C:39]([F:42])([F:41])[F:40])[CH:38]=1)[C:18]([N:20]1[CH2:25][CH2:24][NH:23][CH2:22][C@H:21]1[CH2:26][C:27]1[C:35]2[C:30](=[CH:31][CH:32]=[CH:33][CH:34]=2)[NH:29][CH:28]=1)=[O:19]. Product: [F:42][C:39]([F:40])([F:41])[C:37]1[CH:36]=[C:17]([CH:16]=[C:15]([C:14]([F:13])([F:43])[F:44])[CH:38]=1)[C:18]([N:20]1[CH2:25][CH2:24][N:23]([CH2:5][C:4]#[C:3][CH2:2][Cl:1])[CH2:22][C@H:21]1[CH2:26][C:27]1[C:35]2[C:30](=[CH:31][CH:32]=[CH:33][CH:34]=2)[NH:29][CH:28]=1)=[O:19]. The catalyst class is: 3.